Task: Predict the reaction yield, written as a fraction of the theoretical maximum amount of product (1.0 means a 100% yield; for example, 0.34 means a 34% yield).. Dataset: Reaction yield outcomes from USPTO patents with 853,638 reactions (1) The reactants are [OH:1][CH2:2][C:3]([CH3:9])([CH3:8])[C:4]([NH:6][CH3:7])=[O:5].[N+:10]([C:13]1[CH:20]=[CH:19][CH:18]=[C:17]([N+]([O-])=O)[C:14]=1[C:15]#[N:16])([O-:12])=[O:11]. No catalyst specified. The product is [C:15]([C:14]1[C:13]([N+:10]([O-:12])=[O:11])=[CH:20][CH:19]=[CH:18][C:17]=1[O:1][CH2:2][C:3]([CH3:9])([CH3:8])[C:4]([NH:6][CH3:7])=[O:5])#[N:16]. The yield is 0.770. (2) The reactants are [F:1][C:2]1[CH:3]=[C:4]([CH:8]=[CH:9][C:10]=1[CH:11]([O:13][C:14]1[CH:19]=[CH:18][CH:17]=[CH:16][CH:15]=1)[CH3:12])[C:5]([OH:7])=O.ON1C2C=CC=CC=2N=N1.Cl.CN(C)CCCN=C=NCC.C(N(CC)CC)C.[NH2:49][CH2:50][C:51]1[C:52]([OH:59])=[N:53][C:54]([CH3:58])=[CH:55][C:56]=1[CH3:57]. The catalyst is ClCCl.O. The product is [F:1][C:2]1[CH:3]=[C:4]([CH:8]=[CH:9][C:10]=1[CH:11]([O:13][C:14]1[CH:19]=[CH:18][CH:17]=[CH:16][CH:15]=1)[CH3:12])[C:5]([NH:49][CH2:50][C:51]1[C:52]([OH:59])=[N:53][C:54]([CH3:58])=[CH:55][C:56]=1[CH3:57])=[O:7]. The yield is 0.460. (3) The reactants are [CH3:1]/[C:2](=[CH:8]\[C:9]1[CH:14]=[CH:13][C:12]([C:15]2[N:19]=[CH:18][N:17]([C:20]3[CH:25]=[CH:24][C:23]([O:26][C:27]([F:30])([F:29])[F:28])=[CH:22][CH:21]=3)[N:16]=2)=[CH:11][CH:10]=1)/[C:3]([O:5][CH2:6][CH3:7])=[O:4]. The yield is 1.00. The product is [CH3:1][CH:2]([CH2:8][C:9]1[CH:10]=[CH:11][C:12]([C:15]2[N:19]=[CH:18][N:17]([C:20]3[CH:21]=[CH:22][C:23]([O:26][C:27]([F:29])([F:30])[F:28])=[CH:24][CH:25]=3)[N:16]=2)=[CH:13][CH:14]=1)[C:3]([O:5][CH2:6][CH3:7])=[O:4]. The catalyst is [Pd].C(OCC)(=O)C. (4) The reactants are [OH-].[K+].C([O:5][C:6]([CH:8]1[CH2:25][N:12]2[CH2:13][CH2:14][C:15]3[C:20]([CH:11]2[CH2:10][CH:9]1[NH:26][C:27]([O:29][C:30]([CH3:33])([CH3:32])[CH3:31])=[O:28])=[CH:19][C:18]([O:21][CH3:22])=[C:17]([O:23][CH3:24])[CH:16]=3)=[O:7])C. The catalyst is O1CCCC1.O. The product is [C:30]([O:29][C:27]([NH:26][CH:9]1[CH:8]([C:6]([OH:7])=[O:5])[CH2:25][N:12]2[CH2:13][CH2:14][C:15]3[C:20]([CH:11]2[CH2:10]1)=[CH:19][C:18]([O:21][CH3:22])=[C:17]([O:23][CH3:24])[CH:16]=3)=[O:28])([CH3:33])([CH3:31])[CH3:32]. The yield is 0.990. (5) The reactants are Br[C:2]1[C:7](=[O:8])[N:6]([CH2:9][C:10]2[CH:15]=[CH:14][C:13]([C:16]3[C:17]([C:22]#[N:23])=[CH:18][CH:19]=[CH:20][CH:21]=3)=[CH:12][CH:11]=2)[C:5]([CH2:24][CH2:25][CH3:26])=[N:4][C:3]=1[CH2:27][CH3:28].[CH:29]([O:32][C:33]1[CH:38]=[CH:37][C:36](B(O)O)=[CH:35][CH:34]=1)([CH3:31])[CH3:30]. The catalyst is C(=O)([O-])[O-].[Cs+].[Cs+].O1CCOCC1.C(OCC)(=O)C.C1C=CC(P(C2C=CC=CC=2)[C-]2C=CC=C2)=CC=1.C1C=CC(P(C2C=CC=CC=2)[C-]2C=CC=C2)=CC=1.Cl[Pd]Cl.[Fe+2]. The product is [CH2:27]([C:3]1[N:4]=[C:5]([CH2:24][CH2:25][CH3:26])[N:6]([CH2:9][C:10]2[CH:11]=[CH:12][C:13]([C:16]3[C:17]([C:22]#[N:23])=[CH:18][CH:19]=[CH:20][CH:21]=3)=[CH:14][CH:15]=2)[C:7](=[O:8])[C:2]=1[C:36]1[CH:37]=[CH:38][C:33]([O:32][CH:29]([CH3:31])[CH3:30])=[CH:34][CH:35]=1)[CH3:28]. The yield is 0.890. (6) The reactants are C([O:4][C@H:5]1[CH2:22][CH2:21][C@@:20]2([CH3:23])[C@@H:7]([CH2:8][CH2:9][C@:10]3([CH3:42])[C@@H:19]2[CH2:18][CH2:17][C@H:16]2[C@@:11]3([CH3:41])[CH2:12][CH2:13][C@@:14]3([C:30]4[O:31][C:32]([C:35]5[CH:40]=[CH:39][CH:38]=[CH:37][CH:36]=5)=[N:33][N:34]=4)[CH2:26][CH2:25][C@@H:24]([C:27]([CH3:29])=[CH2:28])[C@@H:15]32)[C:6]1([CH3:44])[CH3:43])(=O)C.CO. The catalyst is C1COCC1. The product is [CH3:41][C@:11]12[C@@:10]3([CH3:42])[C@@H:19]([C@:20]4([CH3:23])[C@@H:7]([CH2:8][CH2:9]3)[C:6]([CH3:43])([CH3:44])[C@@H:5]([OH:4])[CH2:22][CH2:21]4)[CH2:18][CH2:17][C@@H:16]1[C@H:15]1[C@H:24]([C:27]([CH3:29])=[CH2:28])[CH2:25][CH2:26][C@:14]1([C:30]1[O:31][C:32]([C:35]3[CH:36]=[CH:37][CH:38]=[CH:39][CH:40]=3)=[N:33][N:34]=1)[CH2:13][CH2:12]2. The yield is 0.570. (7) The reactants are C(=O)([O-])[O-].[K+].[K+].[I-].[K+].[Cl:9][C:10]1[C:11]([CH3:17])=[CH:12][C:13]([OH:16])=[CH:14][CH:15]=1.[CH3:18][N:19]([CH3:36])[C:20]([O:22][C:23]1[CH:24]=[C:25]2[C:30](=[CH:31][CH:32]=1)[C@@H:29]([CH2:33][CH2:34]Br)[NH:28][CH2:27][CH2:26]2)=[O:21].[F:37][C:38]([F:43])([F:42])[C:39]([NH2:41])=[O:40]. The catalyst is CN(C)C=O.O. The product is [CH3:18][N:19]([CH3:36])[C:20]([O:22][C:23]1[CH:24]=[C:25]2[C:30](=[CH:31][CH:32]=1)[C@@H:29]([CH2:33][CH2:34][O:16][C:13]1[CH:14]=[CH:15][C:10]([Cl:9])=[C:11]([CH3:17])[CH:12]=1)[NH:28][CH2:27][CH2:26]2)=[O:21].[F:37][C:38]([F:43])([F:42])[C:39]([NH2:41])=[O:40]. The yield is 0.840.